This data is from Catalyst prediction with 721,799 reactions and 888 catalyst types from USPTO. The task is: Predict which catalyst facilitates the given reaction. (1) Reactant: Cl.[CH3:2][S:3]([C:6]1[CH:11]=[CH:10][C:9]([N:12]2[C:16]3=[N:17][CH:18]=[N:19][C:20]([O:21][CH:22]4[CH2:27][CH2:26][NH:25][CH2:24][CH2:23]4)=[C:15]3[CH:14]=[N:13]2)=[CH:8][CH:7]=1)(=[O:5])=[O:4].Cl[C:29]([O:31][CH2:32][C:33]([CH3:36])([CH3:35])[CH3:34])=[O:30].C(N(CC)CC)C. Product: [CH3:34][C:33]([CH3:36])([CH3:35])[CH2:32][O:31][C:29]([N:25]1[CH2:26][CH2:27][CH:22]([O:21][C:20]2[N:19]=[CH:18][N:17]=[C:16]3[N:12]([C:9]4[CH:10]=[CH:11][C:6]([S:3]([CH3:2])(=[O:4])=[O:5])=[CH:7][CH:8]=4)[N:13]=[CH:14][C:15]=23)[CH2:23][CH2:24]1)=[O:30]. The catalyst class is: 3. (2) Reactant: [H-].[Al+3].[Li+].[H-].[H-].[H-].[CH3:7][N:8]1[CH2:13][CH2:12][CH:11]([C:14](OCC)=[O:15])[CH2:10][CH2:9]1.[OH-].[Na+]. Product: [CH3:7][N:8]1[CH2:13][CH2:12][CH:11]([CH2:14][OH:15])[CH2:10][CH2:9]1. The catalyst class is: 7. (3) Reactant: F[C:2]1[CH:7]=[CH:6][C:5]([C:8](=[O:10])[CH3:9])=[CH:4][C:3]=1[N+:11]([O-:13])=[O:12].[NH:14]1[CH:18]=[CH:17][N:16]=[C:15]1[CH2:19][CH2:20][C:21]([O:23][CH2:24][CH3:25])=[O:22].C(=O)([O-])[O-].[K+].[K+].CN(C)C(=O)C. Product: [C:8]([C:5]1[CH:6]=[CH:7][C:2]([N:14]2[CH:18]=[CH:17][N:16]=[C:15]2[CH2:19][CH2:20][C:21]([O:23][CH2:24][CH3:25])=[O:22])=[C:3]([N+:11]([O-:13])=[O:12])[CH:4]=1)(=[O:10])[CH3:9]. The catalyst class is: 27. (4) Reactant: C([O:5][C:6](=[O:40])[CH2:7][C@H:8]([N:35]([C:37](=[O:39])[CH3:38])[CH3:36])[C:9]([N:11]1[CH2:16][CH2:15][CH2:14][CH:13]([CH2:17][O:18][C:19]2[CH:24]=[CH:23][C:22]([C:25]3[CH:30]=[C:29]([F:31])[C:28]([F:32])=[CH:27][C:26]=3[O:33][CH3:34])=[CH:21][CH:20]=2)[CH2:12]1)=[O:10])(C)(C)C. Product: [C:37]([N:35]([CH3:36])[C@H:8]([C:9]([N:11]1[CH2:16][CH2:15][CH2:14][CH:13]([CH2:17][O:18][C:19]2[CH:24]=[CH:23][C:22]([C:25]3[CH:30]=[C:29]([F:31])[C:28]([F:32])=[CH:27][C:26]=3[O:33][CH3:34])=[CH:21][CH:20]=2)[CH2:12]1)=[O:10])[CH2:7][C:6]([OH:40])=[O:5])(=[O:39])[CH3:38]. The catalyst class is: 106.